This data is from Full USPTO retrosynthesis dataset with 1.9M reactions from patents (1976-2016). The task is: Predict the reactants needed to synthesize the given product. (1) Given the product [F:19][C:16]([F:17])([F:18])[C:11]1[C:12]([C:14]#[N:15])=[CH:13][C:7]2[N:6]=[C:5]([C:3]3([C:2]([F:20])([F:1])[F:21])[O:25][CH2:24][CH2:23][O:4]3)[NH:9][C:8]=2[CH:10]=1, predict the reactants needed to synthesize it. The reactants are: [F:1][C:2]([F:21])([F:20])[C:3]([C:5]1[NH:9][C:8]2[CH:10]=[C:11]([C:16]([F:19])([F:18])[F:17])[C:12]([C:14]#[N:15])=[CH:13][C:7]=2[N:6]=1)=[O:4].Cl[CH2:23][CH2:24][OH:25].C(=O)([O-])[O-].[K+].[K+]. (2) Given the product [Cl:13][C:14]1[C:15]2[N:22]([CH3:23])[C:21]([Cl:33])=[CH:20][C:16]=2[N:17]=[CH:18][N:19]=1, predict the reactants needed to synthesize it. The reactants are: C(NC(C)C)(C)C.C([Li])CCC.[Cl:13][C:14]1[C:15]2[N:22]([CH3:23])[CH:21]=[CH:20][C:16]=2[N:17]=[CH:18][N:19]=1.C1(C)C=CC(S([Cl:33])(=O)=O)=CC=1. (3) Given the product [Cl:1][C:2]1[CH:3]=[C:4]([C@H:9]2[CH2:14][C@H:13]([C:15]3[O:22][NH:29][C:17](=[O:18])[CH:16]=3)[CH2:12][CH2:11][N:10]2[C:23]([O:25][CH3:26])=[O:24])[CH:5]=[C:6]([Cl:8])[CH:7]=1, predict the reactants needed to synthesize it. The reactants are: [Cl:1][C:2]1[CH:3]=[C:4]([C@H:9]2[CH2:14][C@H:13]([C:15](=[O:22])[CH2:16][C:17](OCC)=[O:18])[CH2:12][CH2:11][N:10]2[C:23]([O:25][CH3:26])=[O:24])[CH:5]=[C:6]([Cl:8])[CH:7]=1.[OH-].[Na+].[NH2:29]O.Cl. (4) Given the product [F:1][C:2]1[CH:7]=[CH:6][C:5]([S:8]([OH:10])=[O:9])=[CH:4][CH:3]=1, predict the reactants needed to synthesize it. The reactants are: [F:1][C:2]1[CH:7]=[CH:6][C:5]([S:8](Cl)(=[O:10])=[O:9])=[CH:4][CH:3]=1.S([O-])([O-])=O.[Na+].[Na+].C(=O)(O)[O-].[Na+].Cl. (5) Given the product [Cl:29][C:23]1[CH:24]=[CH:25][CH:26]=[C:27]([Cl:28])[C:22]=1[C:21]([NH:20][C@H:19]([C:31]([O:33][CH3:34])=[O:32])[CH2:18][C:17]1[CH:35]=[CH:36][C:14]([C:13]#[C:12][CH2:11][CH2:10][CH2:9][NH:8][C:37]2[CH:42]=[CH:41][CH:40]=[CH:39][N:38]=2)=[CH:15][CH:16]=1)=[O:30], predict the reactants needed to synthesize it. The reactants are: C(OC([N:8]([C:37]1[CH:42]=[CH:41][CH:40]=[CH:39][N:38]=1)[CH2:9][CH2:10][CH2:11][C:12]#[C:13][C:14]1[CH:36]=[CH:35][C:17]([CH2:18][C@@H:19]([C:31]([O:33][CH3:34])=[O:32])[NH:20][C:21](=[O:30])[C:22]2[C:27]([Cl:28])=[CH:26][CH:25]=[CH:24][C:23]=2[Cl:29])=[CH:16][CH:15]=1)=O)(C)(C)C.C(O)(C(F)(F)F)=O. (6) Given the product [CH:1]1([CH:7]2[O:11][N:10]=[C:9]([C:12]([OH:14])=[O:13])[CH2:8]2)[CH2:2][CH2:3][CH2:4][CH2:5][CH2:6]1, predict the reactants needed to synthesize it. The reactants are: [CH:1]1([CH:7]2[O:11][N:10]=[C:9]([C:12]([O:14]CC)=[O:13])[CH2:8]2)[CH2:6][CH2:5][CH2:4][CH2:3][CH2:2]1. (7) The reactants are: [F:1][C:2]1[N:7]=[CH:6][C:5]([CH:8]([OH:13])[CH2:9][CH2:10][CH:11]=[CH2:12])=[CH:4][CH:3]=1.ClC1C=C(C=CC=1)C(OO)=[O:19]. Given the product [F:1][C:2]1[N:7]=[CH:6][C:5]([CH:8]2[O:13][CH:11]([CH2:12][OH:19])[CH2:10][CH2:9]2)=[CH:4][CH:3]=1, predict the reactants needed to synthesize it. (8) Given the product [CH:1]1([C:7]2[CH:8]=[CH:9][C:10]([C:13]3[N:14]=[C:15]([C:18]4[CH:22]=[C:21]([CH3:23])[N:20]([CH2:24][C:25]5[CH:30]=[CH:29][C:28]([CH3:31])=[CH:27][CH:26]=5)[N:19]=4)[O:16][CH:17]=3)=[CH:11][CH:12]=2)[CH2:6][CH2:5][CH2:4][CH2:3][CH2:2]1, predict the reactants needed to synthesize it. The reactants are: [C:1]1([C:7]2[CH:12]=[CH:11][C:10]([C:13]3[N:14]=[C:15]([C:18]4[CH:22]=[C:21]([CH3:23])[N:20]([CH2:24][C:25]5[CH:30]=[CH:29][C:28]([CH3:31])=[CH:27][CH:26]=5)[N:19]=4)[O:16][CH:17]=3)=[CH:9][CH:8]=2)[CH2:6][CH2:5][CH2:4][CH2:3][CH:2]=1.[H][H]. (9) Given the product [Br:2][C:3]1[CH:4]=[CH:5][C:6]2[C:7]3[N:15]([CH2:16][CH2:17][CH2:18][CH2:19][NH2:20])[C:14]([CH2:28][O:29][CH2:30][CH3:31])=[N:13][C:8]=3[CH:9]=[N:10][C:11]=2[CH:12]=1, predict the reactants needed to synthesize it. The reactants are: Cl.[Br:2][C:3]1[CH:4]=[CH:5][C:6]2[C:7]3[N:15]([CH2:16][CH2:17][CH2:18][CH2:19][NH:20]C(=O)OC(C)(C)C)[C:14]([CH2:28][O:29][CH2:30][CH3:31])=[N:13][C:8]=3[CH:9]=[N:10][C:11]=2[CH:12]=1.